Dataset: Catalyst prediction with 721,799 reactions and 888 catalyst types from USPTO. Task: Predict which catalyst facilitates the given reaction. (1) Reactant: [NH2:1][C:2]1[CH:10]=[CH:9][C:5]([C:6]([OH:8])=[O:7])=[CH:4][CH:3]=1.CCN(C(C)C)C(C)C.C([Si](C)(C)Cl)(C)(C)C.[Cl-].[CH3:29][O:30][C:31](=[O:41])[C:32]1[CH:40]=[CH:39][C:35]([C:36](O)=[O:37])=[CH:34][CH:33]=1.CCCC[N+](CCCC)(CCCC)CCCC.[F-]. Product: [CH3:29][O:30][C:31]([C:32]1[CH:40]=[CH:39][C:35]([C:36]([NH:1][C:2]2[CH:10]=[CH:9][C:5]([C:6]([OH:8])=[O:7])=[CH:4][CH:3]=2)=[O:37])=[CH:34][CH:33]=1)=[O:41]. The catalyst class is: 1. (2) Reactant: [CH3:1][C:2]1[N:7]=[CH:6][C:5]([C@@H:8]([OH:11])[CH2:9][OH:10])=[CH:4][CH:3]=1.N1C=CN=C1.[Si:17](Cl)([C:20]([CH3:23])([CH3:22])[CH3:21])([CH3:19])[CH3:18]. Product: [Si:17]([O:10][CH2:9][C@@H:8]([C:5]1[CH:6]=[N:7][C:2]([CH3:1])=[CH:3][CH:4]=1)[OH:11])([C:20]([CH3:23])([CH3:22])[CH3:21])([CH3:19])[CH3:18]. The catalyst class is: 2.